From a dataset of Catalyst prediction with 721,799 reactions and 888 catalyst types from USPTO. Predict which catalyst facilitates the given reaction. (1) Reactant: [F:1][C:2]([F:16])([F:15])[C:3]1[CH:8]=[CH:7][C:6]([C@:9]23[CH2:14][C@H:13]2[CH2:12][NH:11][CH2:10]3)=[CH:5][CH:4]=1.[OH:17][CH2:18][CH2:19][C:20](=O)[CH3:21].C(O)(=O)C.[BH-](OC(C)=O)(OC(C)=O)OC(C)=O.[Na+].[OH-].[Na+]. Product: [F:16][C:2]([F:1])([F:15])[C:3]1[CH:4]=[CH:5][C:6]([C@:9]23[CH2:14][C@H:13]2[CH2:12][N:11]([CH:20]([CH3:21])[CH2:19][CH2:18][OH:17])[CH2:10]3)=[CH:7][CH:8]=1. The catalyst class is: 54. (2) Reactant: Cl[C:2]([O:4][CH2:5][CH3:6])=[O:3].[NH2:7][C:8]1[CH:9]=[C:10]([CH:26]=[CH:27][C:28]=1[F:29])[NH:11][C:12]1[C:21]2[C:16](=[CH:17][C:18]([O:24][CH3:25])=[C:19]([O:22][CH3:23])[CH:20]=2)[N:15]=[CH:14][N:13]=1.C(N(CC)CC)C. Product: [F:29][C:28]1[CH:27]=[CH:26][C:10]([NH:11][C:12]2[C:21]3[C:16](=[CH:17][C:18]([O:24][CH3:25])=[C:19]([O:22][CH3:23])[CH:20]=3)[N:15]=[CH:14][N:13]=2)=[CH:9][C:8]=1[NH:7][C:2]([O:4][CH2:5][CH3:6])=[O:3]. The catalyst class is: 2. (3) Reactant: [ClH:1].C(OC(=O)[NH:8][CH:9]1[CH2:14][CH2:13][N:12]([CH2:15][C:16]2[CH:21]=[CH:20][CH:19]=[CH:18][C:17]=2[C:22]([N:24]2[CH2:38][C:27]3=[C:28]4[N:33]([N:34]=[C:26]3[CH2:25]2)[C:32]([CH3:35])=[C:31]([Cl:36])[C:30]([CH3:37])=[N:29]4)=[O:23])[CH2:11][CH2:10]1)(C)(C)C. Product: [ClH:36].[ClH:1].[NH2:8][CH:9]1[CH2:10][CH2:11][N:12]([CH2:15][C:16]2[CH:21]=[CH:20][CH:19]=[CH:18][C:17]=2[C:22]([N:24]2[CH2:38][C:27]3=[C:28]4[N:33]([N:34]=[C:26]3[CH2:25]2)[C:32]([CH3:35])=[C:31]([Cl:36])[C:30]([CH3:37])=[N:29]4)=[O:23])[CH2:13][CH2:14]1. The catalyst class is: 12. (4) Reactant: [NH2:1][C:2]1[CH:34]=[CH:33][C:5]([C:6]([N:8]([C:10]2[CH:15]=[CH:14][CH:13]=[C:12]([NH:16][C:17]3[N:22]=[C:21]([C:23]4[C:31]5[C:26](=[CH:27][CH:28]=[CH:29][CH:30]=5)[NH:25][CH:24]=4)[C:20]([Cl:32])=[CH:19][N:18]=3)[CH:11]=2)[CH3:9])=[O:7])=[CH:4][CH:3]=1.C[CH2:36][N:37]([CH:41]([CH3:43])C)[CH:38](C)C.BrC/C=[CH:47]/[C:48](Cl)=[O:49].CNC. Product: [Cl:32][C:20]1[C:21]([C:23]2[C:31]3[C:26](=[CH:27][CH:28]=[CH:29][CH:30]=3)[NH:25][CH:24]=2)=[N:22][C:17]([NH:16][C:12]2[CH:11]=[C:10]([N:8]([CH3:9])[C:6](=[O:7])[C:5]3[CH:33]=[CH:34][C:2]([NH:1][C:48](=[O:49])/[CH:47]=[CH:43]/[CH2:41][N:37]([CH3:36])[CH3:38])=[CH:3][CH:4]=3)[CH:15]=[CH:14][CH:13]=2)=[N:18][CH:19]=1. The catalyst class is: 1. (5) Reactant: Cl[CH2:2][C:3]1[C:12]([C:13]2[CH:18]=[CH:17][C:16]([O:19][CH2:20][O:21][CH3:22])=[CH:15][C:14]=2[O:23][CH3:24])=[CH:11][CH:10]=[C:9]2[C:4]=1[C:5]([CH3:27])=[CH:6][C:7]([CH3:26])([CH3:25])[NH:8]2.[CH3:28][O:29][C:30]1[CH:36]=[CH:35][CH:34]=[CH:33][C:31]=1[NH2:32].C(=O)([O-])[O-].[K+].[K+].C(OCC)(=O)C. Product: [CH3:24][O:23][C:14]1[CH:15]=[C:16]([O:19][CH2:20][O:21][CH3:22])[CH:17]=[CH:18][C:13]=1[C:12]1[C:3]([CH2:2][NH:32][C:31]2[CH:33]=[CH:34][CH:35]=[CH:36][C:30]=2[O:29][CH3:28])=[C:4]2[C:9](=[CH:10][CH:11]=1)[NH:8][C:7]([CH3:25])([CH3:26])[CH:6]=[C:5]2[CH3:27]. The catalyst class is: 35. (6) Reactant: C1(CC(Cl)=O)C=CC=CC=1.[CH3:11][O:12][C:13]1[CH:14]=[C:15]2[C:20](=[CH:21][C:22]=1[O:23][CH3:24])[N:19]=[CH:18][CH:17]=[C:16]2[O:25][C:26]1[CH:31]=[CH:30][C:29]([NH:32][CH2:33][CH3:34])=[CH:28][CH:27]=1.[C:35]1([CH2:41][C:42]([N:44]=[C:45]=[S:46])=[O:43])[CH:40]=[CH:39][CH:38]=[CH:37][CH:36]=1. Product: [C:35]1([CH2:41][C:42]([N:44]=[C:45]=[S:46])=[O:43])[CH:40]=[CH:39][CH:38]=[CH:37][CH:36]=1.[CH3:11][O:12][C:13]1[CH:14]=[C:15]2[C:20](=[CH:21][C:22]=1[O:23][CH3:24])[N:19]=[CH:18][CH:17]=[C:16]2[O:25][C:26]1[CH:31]=[CH:30][C:29]([N:32]([CH2:33][CH3:34])[C:45]([NH:44][C:42](=[O:43])[CH2:41][C:35]2[CH:36]=[CH:37][CH:38]=[CH:39][CH:40]=2)=[S:46])=[CH:28][CH:27]=1. The catalyst class is: 234. (7) Reactant: [CH3:1][N:2]1[CH:6]=[CH:5][CH:4]=[C:3]1[C:7]1[C:8](=[O:33])[NH:9][C:10](=[O:32])[N:11]([CH2:13][CH2:14][CH2:15][N:16]2[CH2:21][C@H:20]3[C@:18]([C:22]4[CH:27]=[CH:26][C:25]([C:28]([F:31])([F:30])[F:29])=[CH:24][CH:23]=4)([CH2:19]3)[CH2:17]2)[CH:12]=1.[ClH:34]. Product: [ClH:34].[CH3:1][N:2]1[CH:6]=[CH:5][CH:4]=[C:3]1[C:7]1[C:8](=[O:33])[NH:9][C:10](=[O:32])[N:11]([CH2:13][CH2:14][CH2:15][N:16]2[CH2:21][C@H:20]3[C@:18]([C:22]4[CH:23]=[CH:24][C:25]([C:28]([F:29])([F:30])[F:31])=[CH:26][CH:27]=4)([CH2:19]3)[CH2:17]2)[CH:12]=1. The catalyst class is: 27. (8) Reactant: Cl[C:2]1[C:11]2[C:6](=[CH:7][C:8]([F:13])=[CH:9][C:10]=2[F:12])[N:5]=[C:4]([N:14]2[CH2:19][CH2:18][N:17]([CH3:20])[C:16](=[O:21])[CH2:15]2)[C:3]=1[CH3:22].[O:23]1[CH2:28][CH2:27][N:26]([C:29]2[CH:30]=[C:31]([NH2:35])[CH:32]=[N:33][CH:34]=2)[CH2:25][CH2:24]1. Product: [F:12][C:10]1[CH:9]=[C:8]([F:13])[CH:7]=[C:6]2[C:11]=1[C:2]([NH:35][C:31]1[CH:32]=[N:33][CH:34]=[C:29]([N:26]3[CH2:27][CH2:28][O:23][CH2:24][CH2:25]3)[CH:30]=1)=[C:3]([CH3:22])[C:4]([N:14]1[CH2:19][CH2:18][N:17]([CH3:20])[C:16](=[O:21])[CH2:15]1)=[N:5]2. The catalyst class is: 11. (9) Reactant: [Cl:1][C:2]1[CH:3]=[C:4]([C:12]2[O:16][N:15]=[C:14]([C:17]3[CH:18]=[CH:19][C:20]([CH2:27][CH2:28][CH2:29][C:30]([O:32]CC)=[O:31])=[C:21]4[C:25]=3[N:24]([CH3:26])[CH:23]=[CH:22]4)[N:13]=2)[CH:5]=[N:6][C:7]=1[O:8][CH:9]([CH3:11])[CH3:10].[OH-].[Na+]. Product: [Cl:1][C:2]1[CH:3]=[C:4]([C:12]2[O:16][N:15]=[C:14]([C:17]3[CH:18]=[CH:19][C:20]([CH2:27][CH2:28][CH2:29][C:30]([OH:32])=[O:31])=[C:21]4[C:25]=3[N:24]([CH3:26])[CH:23]=[CH:22]4)[N:13]=2)[CH:5]=[N:6][C:7]=1[O:8][CH:9]([CH3:11])[CH3:10]. The catalyst class is: 40. (10) Reactant: [O:1]1[C:5]2([CH2:10][CH2:9][CH:8]([C:11]3[N:16]=[CH:15][C:14]([NH2:17])=[CH:13][CH:12]=3)[CH2:7][CH2:6]2)[O:4][CH2:3][CH2:2]1.[C:18](OC(=O)C)(=[O:20])[CH3:19]. The catalyst class is: 4. Product: [O:1]1[C:5]2([CH2:10][CH2:9][CH:8]([C:11]3[N:16]=[CH:15][C:14]([NH:17][C:18](=[O:20])[CH3:19])=[CH:13][CH:12]=3)[CH2:7][CH2:6]2)[O:4][CH2:3][CH2:2]1.